Dataset: Catalyst prediction with 721,799 reactions and 888 catalyst types from USPTO. Task: Predict which catalyst facilitates the given reaction. (1) Reactant: S([O:5][C:6]1[CH:11]=[CH:10][C:9]([NH:12][CH3:13])=[CH:8][CH:7]=1)(O)(=O)=O.[F:14][C:15]([F:27])([F:26])[C:16]1[CH:21]=[CH:20][C:19]([S:22](Cl)(=[O:24])=[O:23])=[CH:18][CH:17]=1.O. Product: [OH:5][C:6]1[CH:7]=[CH:8][C:9]([N:12]([CH3:13])[S:22]([C:19]2[CH:18]=[CH:17][C:16]([C:15]([F:14])([F:26])[F:27])=[CH:21][CH:20]=2)(=[O:24])=[O:23])=[CH:10][CH:11]=1. The catalyst class is: 11. (2) Reactant: [NH2:1][C:2]1[C:11]2[N:10]=[CH:9][CH:8]=[CH:7][C:6]=2[C:5]2[CH:12]=[CH:13][C:14]([CH2:16][OH:17])=[CH:15][C:4]=2[N:3]=1. Product: [NH2:1][C:2]1[C:11]2[N:10]=[CH:9][CH:8]=[CH:7][C:6]=2[C:5]2[CH:12]=[CH:13][C:14]([CH:16]=[O:17])=[CH:15][C:4]=2[N:3]=1. The catalyst class is: 177. (3) Reactant: C[O:2][C:3]([C:5]1[S:6][C:7]([C:11](=[O:28])[NH:12][CH2:13][C:14]2[CH:19]=[CH:18][CH:17]=[C:16]([O:20][Si](C(C)(C)C)(C)C)[CH:15]=2)=[CH:8][C:9]=1[Cl:10])=[O:4].O.[OH-].[Li+].C1COCC1.Cl. Product: [Cl:10][C:9]1[CH:8]=[C:7]([C:11](=[O:28])[NH:12][CH2:13][C:14]2[CH:19]=[CH:18][CH:17]=[C:16]([OH:20])[CH:15]=2)[S:6][C:5]=1[C:3]([OH:4])=[O:2]. The catalyst class is: 6. (4) Reactant: [N:1]1[CH:6]=[CH:5][CH:4]=[CH:3][C:2]=1[CH2:7][C:8]([O:10][CH2:11][CH3:12])=[O:9].C(Cl)(Cl)[Cl:14].C(Cl)Cl.CO. Product: [ClH:14].[NH:1]1[CH2:6][CH2:5][CH2:4][CH2:3][CH:2]1[CH2:7][C:8]([O:10][CH2:11][CH3:12])=[O:9]. The catalyst class is: 856. (5) Product: [Cl:5][C:6]1[CH:22]=[CH:21][C:9]2[CH2:10][CH2:11][N:12]([C:15](=[O:20])[C:16]([F:19])([F:18])[F:17])[CH2:13][CH2:14][C:8]=2[C:7]=1[C:23]1[CH:28]=[CH:27][CH:26]=[CH:25][C:24]=1[OH:29]. Reactant: B(Br)(Br)Br.[Cl:5][C:6]1[CH:22]=[CH:21][C:9]2[CH2:10][CH2:11][N:12]([C:15](=[O:20])[C:16]([F:19])([F:18])[F:17])[CH2:13][CH2:14][C:8]=2[C:7]=1[C:23]1[CH:28]=[CH:27][CH:26]=[CH:25][C:24]=1[O:29]C. The catalyst class is: 4. (6) Reactant: [NH2:1][C:2]1[CH:7]=[CH:6][C:5]([OH:8])=[CH:4][C:3]=1[N+:9]([O-:11])=[O:10].C[Si]([N-][Si](C)(C)C)(C)C.[K+].Cl[C:23]1[CH:28]=[CH:27][N:26]=[C:25]([C:29]([NH:31][CH3:32])=[O:30])[CH:24]=1.C(=O)([O-])[O-].[K+].[K+]. Product: [NH2:1][C:2]1[CH:7]=[CH:6][C:5]([O:8][C:23]2[CH:28]=[CH:27][N:26]=[C:25]([C:29]([NH:31][CH3:32])=[O:30])[CH:24]=2)=[CH:4][C:3]=1[N+:9]([O-:11])=[O:10]. The catalyst class is: 9. (7) Reactant: Cl.[CH2:2]([NH2:5])[CH2:3][NH2:4].[CH3:6][C:7]1O[C:10]([C:12](=O)[CH3:13])=[CH:9][CH:8]=1. Product: [CH3:13][C:12]1[C:10]2[N:4]([C:7]([CH3:6])=[CH:8][CH:9]=2)[CH2:3][CH2:2][N:5]=1. The catalyst class is: 6.